This data is from Catalyst prediction with 721,799 reactions and 888 catalyst types from USPTO. The task is: Predict which catalyst facilitates the given reaction. (1) Reactant: NN1[CH2:7][CH2:6][N:5]([C:8]([O:10][C:11]([CH3:14])([CH3:13])[CH3:12])=[O:9])[CH2:4][CH2:3]1.F[C:16]1[CH:21]=[CH:20][C:19]([N+:22]([O-:24])=[O:23])=[CH:18][CH:17]=1.[CH:25]([N:28](CC)C(C)C)(C)C.O. Product: [C:11]([O:10][C:8]([N:5]1[CH2:4][CH2:3][CH:25]([NH:28][C:16]2[CH:21]=[CH:20][C:19]([N+:22]([O-:24])=[O:23])=[CH:18][CH:17]=2)[CH2:7][CH2:6]1)=[O:9])([CH3:12])([CH3:13])[CH3:14]. The catalyst class is: 60. (2) Reactant: [Br:1][C:2]1[CH:12]=[CH:11][C:5]([O:6][C@@H:7]([CH3:10])[CH2:8][NH2:9])=[CH:4][CH:3]=1.C(N(CC)CC)C.[CH:20]([S:23](Cl)(=[O:25])=[O:24])([CH3:22])[CH3:21]. Product: [Br:1][C:2]1[CH:12]=[CH:11][C:5]([O:6][C@@H:7]([CH3:10])[CH2:8][NH:9][S:23]([CH:20]([CH3:22])[CH3:21])(=[O:25])=[O:24])=[CH:4][CH:3]=1. The catalyst class is: 2. (3) The catalyst class is: 49. Product: [C:1]([O:5][C:6]([N:8]1[CH2:13][CH2:12][CH:11]([CH2:14][CH:15]([Br:36])[C:16]([O:18][CH2:19][CH3:20])=[O:17])[CH2:10][CH2:9]1)=[O:7])([CH3:4])([CH3:3])[CH3:2]. Reactant: [C:1]([O:5][C:6]([N:8]1[CH2:13][CH2:12][CH:11]([CH2:14][CH2:15][C:16]([O:18][CH2:19][CH3:20])=[O:17])[CH2:10][CH2:9]1)=[O:7])([CH3:4])([CH3:3])[CH3:2].[Li+].C[Si]([N-][Si](C)(C)C)(C)C.C[Si](Cl)(C)C.[Br:36]Br. (4) Reactant: [C:1]1([CH3:11])[CH:6]=[CH:5][C:4]([S:7](Cl)(=[O:9])=[O:8])=[CH:3][CH:2]=1.[NH:12]1[CH2:17][CH2:16][C:15](=[O:18])[CH2:14][CH2:13]1.C(N(CC)CC)C.CN(C=O)C. Product: [CH3:11][C:1]1[CH:6]=[CH:5][C:4]([S:7]([N:12]2[CH2:17][CH2:16][C:15](=[O:18])[CH2:14][CH2:13]2)(=[O:9])=[O:8])=[CH:3][CH:2]=1. The catalyst class is: 2.